This data is from Peptide-MHC class I binding affinity with 185,985 pairs from IEDB/IMGT. The task is: Regression. Given a peptide amino acid sequence and an MHC pseudo amino acid sequence, predict their binding affinity value. This is MHC class I binding data. (1) The peptide sequence is AAVEQILTSV. The MHC is HLA-A02:01 with pseudo-sequence HLA-A02:01. The binding affinity (normalized) is 0.494. (2) The peptide sequence is YIDWMVSVP. The MHC is HLA-A02:01 with pseudo-sequence HLA-A02:01. The binding affinity (normalized) is 0.0847.